This data is from Full USPTO retrosynthesis dataset with 1.9M reactions from patents (1976-2016). The task is: Predict the reactants needed to synthesize the given product. (1) Given the product [CH3:22][O:23][C:24]1[N:29]=[CH:28][C:27]([C:2]2[CH:3]=[C:4]([CH:19]=[CH:20][N:21]=2)[C:5]([NH:7][C:8]2[CH:13]=[CH:12][C:11]([O:14][C:15]([F:18])([F:17])[F:16])=[CH:10][CH:9]=2)=[O:6])=[CH:26][N:25]=1, predict the reactants needed to synthesize it. The reactants are: Br[C:2]1[CH:3]=[C:4]([CH:19]=[CH:20][N:21]=1)[C:5]([NH:7][C:8]1[CH:13]=[CH:12][C:11]([O:14][C:15]([F:18])([F:17])[F:16])=[CH:10][CH:9]=1)=[O:6].[CH3:22][O:23][C:24]1(B(O)O)[N:29]=[CH:28][CH:27]=[CH:26][NH:25]1.C([O-])([O-])=O.[Na+].[Na+].O. (2) Given the product [CH2:1]([N:5]1[C:6](=[O:15])[CH2:7][C:8]([CH3:14])([CH3:13])[CH2:9][C:10]1=[O:12])[CH:2]([CH3:4])[CH3:3], predict the reactants needed to synthesize it. The reactants are: [CH2:1]([NH:5][C:6](=[O:15])[CH2:7][C:8]([CH3:14])([CH3:13])[CH2:9][C:10]([OH:12])=O)[CH:2]([CH3:4])[CH3:3].S(Cl)(Cl)=O. (3) Given the product [Si:1]([O:18][CH2:19][CH2:20][C:21]([NH2:23])=[NH:22])([C:14]([CH3:17])([CH3:15])[CH3:16])([C:8]1[CH:13]=[CH:12][CH:11]=[CH:10][CH:9]=1)[C:2]1[CH:3]=[CH:4][CH:5]=[CH:6][CH:7]=1.[Si:1]([O:18][CH2:19][CH2:20][C:21]1[N:23]=[CH:27][C:28]2[C:33](=[O:34])[CH2:32][CH2:31][CH2:30][C:29]=2[N:22]=1)([C:14]([CH3:17])([CH3:15])[CH3:16])([C:8]1[CH:13]=[CH:12][CH:11]=[CH:10][CH:9]=1)[C:2]1[CH:3]=[CH:4][CH:5]=[CH:6][CH:7]=1, predict the reactants needed to synthesize it. The reactants are: [Si:1]([O:18][CH2:19][CH2:20][C:21]([NH2:23])=[NH:22])([C:14]([CH3:17])([CH3:16])[CH3:15])([C:8]1[CH:13]=[CH:12][CH:11]=[CH:10][CH:9]=1)[C:2]1[CH:7]=[CH:6][CH:5]=[CH:4][CH:3]=1.CN([CH:27]=[C:28]1[C:33](=[O:34])[CH2:32][CH2:31][CH2:30][C:29]1=O)C. (4) Given the product [CH2:1]([C:5]1[CH:6]=[CH:7][C:8]([C:9]([NH:52][C@H:51]2[CH2:50][NH:49][C:48]2=[O:47])=[O:11])=[CH:12][CH:13]=1)[CH2:2][CH2:3][CH3:4], predict the reactants needed to synthesize it. The reactants are: [CH2:1]([C:5]1[CH:13]=[CH:12][C:8]([C:9]([OH:11])=O)=[CH:7][CH:6]=1)[CH2:2][CH2:3][CH3:4].CCN(CC)CC.CN(C(ON1N=NC2C=CC=CC1=2)=[N+](C)C)C.[B-](F)(F)(F)F.C([O-])(=O)C.[O:47]=[C:48]1[C@@H:51]([NH3+:52])[CH2:50][NH:49]1. (5) The reactants are: [C:1]1([S:7]([N:10]2[CH2:15][CH2:14][O:13][C:12]3[N:16]=[CH:17][C:18]([C:20](Cl)=[O:21])=[CH:19][C:11]2=3)(=[O:9])=[O:8])[CH:6]=[CH:5][CH:4]=[CH:3][CH:2]=1.[NH:23]1[CH2:28][CH2:27][CH2:26][CH2:25][CH2:24]1. Given the product [C:1]1([S:7]([N:10]2[CH2:15][CH2:14][O:13][C:12]3[N:16]=[CH:17][C:18]([C:20]([N:23]4[CH2:28][CH2:27][CH2:26][CH2:25][CH2:24]4)=[O:21])=[CH:19][C:11]2=3)(=[O:9])=[O:8])[CH:6]=[CH:5][CH:4]=[CH:3][CH:2]=1, predict the reactants needed to synthesize it. (6) Given the product [F:1][C:2]1[CH:3]=[C:4]([NH:8][C:9](=[NH:28])[NH:10][C:11]2[CH:16]=[CH:15][C:14]([CH:17]([N:21]3[CH:25]=[CH:24][N:23]=[CH:22]3)[CH:18]([CH3:20])[CH3:19])=[CH:13][CH:12]=2)[CH:5]=[CH:6][CH:7]=1, predict the reactants needed to synthesize it. The reactants are: [F:1][C:2]1[CH:3]=[C:4]([N:8]=[C:9](SC)[NH:10][C:11]2[CH:16]=[CH:15][C:14]([CH:17]([N:21]3[CH:25]=[CH:24][N:23]=[CH:22]3)[CH:18]([CH3:20])[CH3:19])=[CH:13][CH:12]=2)[CH:5]=[CH:6][CH:7]=1.[NH3:28].CO. (7) Given the product [F:1][C:2]1[CH:7]=[CH:6][C:5]([C:18]2[C:19]([N:27]3[CH2:32][CH2:31][N:30]([C:33]([O:35][C:36]([CH3:39])([CH3:38])[CH3:37])=[O:34])[CH2:29][CH2:28]3)=[C:20]3[CH:26]=[CH:25][NH:24][C:21]3=[N:22][CH:23]=2)=[CH:4][CH:3]=1, predict the reactants needed to synthesize it. The reactants are: [F:1][C:2]1[CH:7]=[CH:6][C:5](B(O)O)=[CH:4][CH:3]=1.C(=O)([O-])[O-].[Na+].[Na+].Br[C:18]1[C:19]([N:27]2[CH2:32][CH2:31][N:30]([C:33]([O:35][C:36]([CH3:39])([CH3:38])[CH3:37])=[O:34])[CH2:29][CH2:28]2)=[C:20]2[CH:26]=[CH:25][NH:24][C:21]2=[N:22][CH:23]=1.